From a dataset of Forward reaction prediction with 1.9M reactions from USPTO patents (1976-2016). Predict the product of the given reaction. Given the reactants C1(N2CC[O:9]CC2)CCCC=1.[CH3:12][O:13][C:14]1[CH:15]=[C:16]([CH:19]=[C:20]([O:22][CH3:23])[CH:21]=1)[CH:17]=O.Cl.[CH:25]1[CH:30]=[CH:29][CH:28]=[CH:27]C=1, predict the reaction product. The product is: [CH3:12][O:13][C:14]1[CH:15]=[C:16]([CH:19]=[C:20]([O:22][CH3:23])[CH:21]=1)[CH:17]=[C:27]1[CH2:28][CH2:29][CH2:30][C:25]1=[O:9].